Predict the product of the given reaction. From a dataset of Forward reaction prediction with 1.9M reactions from USPTO patents (1976-2016). Given the reactants [CH3:1][N:2]1[CH2:7][CH2:6][N:5]([C:8]([O:10][C:11]2[C:12]3[CH:61]=[CH:60][CH:59]=[CH:58][C:13]=3[C:14]3[C@H:15]([CH2:56][Cl:57])[CH2:16][N:17]([C:20](=[O:55])[CH2:21][CH2:22][CH2:23][CH2:24][CH2:25][O:26][C:27]4[CH:32]=[C:31]([NH:33]C(OC(C)(C)C)=O)[C:30]([C:41]([N:43]5[CH2:47][CH2:46][CH2:45][C@H:44]5[CH2:48][O:49][C:50](=[O:52])[CH3:51])=[O:42])=[CH:29][C:28]=4[O:53][CH3:54])[C:18]=3[CH:19]=2)=[O:9])[CH2:4][CH2:3]1.C(O)(C(F)(F)F)=O.C([O-])(O)=O.[Na+].O, predict the reaction product. The product is: [CH3:1][N:2]1[CH2:7][CH2:6][N:5]([C:8]([O:10][C:11]2[C:12]3[CH:61]=[CH:60][CH:59]=[CH:58][C:13]=3[C:14]3[C@H:15]([CH2:56][Cl:57])[CH2:16][N:17]([C:20](=[O:55])[CH2:21][CH2:22][CH2:23][CH2:24][CH2:25][O:26][C:27]4[CH:32]=[C:31]([NH2:33])[C:30]([C:41]([N:43]5[CH2:47][CH2:46][CH2:45][C@H:44]5[CH2:48][O:49][C:50](=[O:52])[CH3:51])=[O:42])=[CH:29][C:28]=4[O:53][CH3:54])[C:18]=3[CH:19]=2)=[O:9])[CH2:4][CH2:3]1.